From a dataset of Forward reaction prediction with 1.9M reactions from USPTO patents (1976-2016). Predict the product of the given reaction. (1) Given the reactants [C:1]1([CH:7]([C:27]2[CH:32]=[CH:31][CH:30]=[CH:29][CH:28]=2)[N:8]2[C:16]3[C:11](=[CH:12][CH:13]=[CH:14][CH:15]=3)[C:10]([C:18]3[CH:23]=[C:22]([F:24])[CH:21]=[CH:20][C:19]=3[OH:25])(O)[C:9]2=[O:26])[CH:6]=[CH:5][CH:4]=[CH:3][CH:2]=1.C1(C(C2C=CC=CC=2)N2C3C(=CC=CC=3)C(O)(C3C=C(C)C(OC)=CC=3O)C2=O)C=CC=CC=1, predict the reaction product. The product is: [C:27]1([CH:7]([C:1]2[CH:6]=[CH:5][CH:4]=[CH:3][CH:2]=2)[N:8]2[C:16]3[C:11](=[CH:12][CH:13]=[CH:14][CH:15]=3)[CH:10]([C:18]3[CH:23]=[C:22]([F:24])[CH:21]=[CH:20][C:19]=3[OH:25])[C:9]2=[O:26])[CH:28]=[CH:29][CH:30]=[CH:31][CH:32]=1. (2) Given the reactants [C:1]([N:4]1[CH2:13][CH2:12][C:11]2[C:6](=[CH:7][CH:8]=[C:9]([S:14](OC3C(F)=C(F)C(F)=C(F)C=3F)(=[O:16])=[O:15])[CH:10]=2)[CH:5]1[C:29]1[CH:34]=[CH:33][C:32]([C:35]2[CH:40]=[CH:39][CH:38]=[C:37]([F:41])[CH:36]=2)=[CH:31][C:30]=1[O:42][CH3:43])(=[O:3])[CH3:2].[O:44]1[CH:48]=[CH:47][C:46]([NH2:49])=[N:45]1.C1COCC1.[Li+].C[Si]([N-][Si](C)(C)C)(C)C, predict the reaction product. The product is: [C:1]([N:4]1[CH2:13][CH2:12][C:11]2[C:6](=[CH:7][CH:8]=[C:9]([S:14]([NH:49][C:46]3[CH:47]=[CH:48][O:44][N:45]=3)(=[O:15])=[O:16])[CH:10]=2)[C@H:5]1[C:29]1[CH:34]=[CH:33][C:32]([C:35]2[CH:40]=[CH:39][CH:38]=[C:37]([F:41])[CH:36]=2)=[CH:31][C:30]=1[O:42][CH3:43])(=[O:3])[CH3:2]. (3) Given the reactants [C:1]([O:5][C:6]([N:8]1[CH2:13][CH:12]=[C:11]([C:14]2[NH:33][C:17]3=[N:18][CH:19]=[C:20](Br)[C:21]([NH:22][C:23]4[CH:31]=[CH:30][C:26]5[N:27]=[CH:28][S:29][C:25]=5[CH:24]=4)=[C:16]3[CH:15]=2)[CH2:10][CH2:9]1)=[O:7])([CH3:4])([CH3:3])[CH3:2].O.[C:35](#[N:37])C, predict the reaction product. The product is: [C:1]([O:5][C:6]([N:8]1[CH2:13][CH:12]=[C:11]([C:14]2[NH:33][C:17]3=[N:18][CH:19]=[C:20]([C:35]#[N:37])[C:21]([NH:22][C:23]4[CH:31]=[CH:30][C:26]5[N:27]=[CH:28][S:29][C:25]=5[CH:24]=4)=[C:16]3[CH:15]=2)[CH2:10][CH2:9]1)=[O:7])([CH3:4])([CH3:3])[CH3:2]. (4) The product is: [Br:29][C:24]1[CH:25]=[C:26]([O:27][CH3:28])[C:21]([CH:2]2[C:3](=[O:7])[CH2:4][CH2:5][CH2:6][C:1]2=[O:8])=[C:22]([F:30])[CH:23]=1. Given the reactants [C:1]1(=[O:8])[CH2:6][CH2:5][CH2:4][C:3](=[O:7])[CH2:2]1.C1(C)C=CC=CC=1.C(O[Pb](CC([O-])=O)(OC(=O)C)[C:21]1[C:26]([O:27][CH3:28])=[CH:25][C:24]([Br:29])=[CH:23][C:22]=1[F:30])(=O)C, predict the reaction product. (5) Given the reactants [CH2:1]([O:3][C:4](=[O:18])[CH:5]=[CH:6][C:7]1[C:11]2[CH:12]=[C:13]([CH:16]=[O:17])[CH:14]=[CH:15][C:10]=2[O:9][CH:8]=1)[CH3:2], predict the reaction product. The product is: [CH2:1]([O:3][C:4](=[O:18])[CH2:5][CH2:6][C:7]1[C:11]2[CH:12]=[C:13]([CH:16]=[O:17])[CH:14]=[CH:15][C:10]=2[O:9][CH:8]=1)[CH3:2]. (6) Given the reactants [OH-].[Na+].[C:3]([C@H:7]1[CH2:12][CH2:11][C@H:10]([O:13][C:14]2[CH:23]=[C:22]([C:24]([F:27])([F:26])[F:25])[C:21]3[C:16](=[CH:17][CH:18]=[CH:19][CH:20]=3)[C:15]=2[CH2:28][N:29]2[CH2:34][CH2:33][CH:32]([C:35]([O:37]CC)=[O:36])[CH2:31][CH2:30]2)[CH2:9][CH2:8]1)([CH3:6])([CH3:5])[CH3:4], predict the reaction product. The product is: [C:3]([C@H:7]1[CH2:12][CH2:11][C@H:10]([O:13][C:14]2[CH:23]=[C:22]([C:24]([F:26])([F:27])[F:25])[C:21]3[C:16](=[CH:17][CH:18]=[CH:19][CH:20]=3)[C:15]=2[CH2:28][N:29]2[CH2:34][CH2:33][CH:32]([C:35]([OH:37])=[O:36])[CH2:31][CH2:30]2)[CH2:9][CH2:8]1)([CH3:6])([CH3:4])[CH3:5]. (7) Given the reactants [NH2:1][C:2]1[CH:7]=[C:6]([F:8])[C:5]([CH:9]([CH3:11])[CH3:10])=[CH:4][C:3]=1[NH:12][C:13](=O)[CH2:14][CH2:15][CH2:16][CH2:17][N:18]([CH2:22][C@@H:23]1[C@@H:30]2[C@@H:26]([O:27]C(C)(C)[O:29]2)[C@H:25]([N:33]2[CH:41]=[N:40][C:39]3[C:34]2=[N:35][CH:36]=[N:37][C:38]=3[NH2:42])[O:24]1)[CH:19]([CH3:21])[CH3:20].CO, predict the reaction product. The product is: [NH2:42][C:38]1[N:37]=[CH:36][N:35]=[C:34]2[C:39]=1[N:40]=[CH:41][N:33]2[C@H:25]1[C@H:26]([OH:27])[C@H:30]([OH:29])[C@@H:23]([CH2:22][N:18]([CH2:17][CH2:16][CH2:15][CH2:14][C:13]2[NH:12][C:3]3[CH:4]=[C:5]([CH:9]([CH3:10])[CH3:11])[C:6]([F:8])=[CH:7][C:2]=3[N:1]=2)[CH:19]([CH3:21])[CH3:20])[O:24]1. (8) Given the reactants [CH3:1][C:2]1([CH2:7][CH2:8][CH2:9][CH2:10][N:11]2[CH:15]=[C:14]([NH2:16])[CH:13]=[N:12]2)[O:6]CCO1.[CH3:17][O:18][C:19]1[CH:24]=[CH:23][CH:22]=[CH:21][C:20]=1/[CH:25]=[CH:26]/[C:27](O)=[O:28], predict the reaction product. The product is: [CH3:17][O:18][C:19]1[CH:24]=[CH:23][CH:22]=[CH:21][C:20]=1/[CH:25]=[CH:26]/[C:27]([NH:16][C:14]1[CH:13]=[N:12][N:11]([CH2:10][CH2:9][CH2:8][CH2:7][C:2](=[O:6])[CH3:1])[CH:15]=1)=[O:28].